From a dataset of Catalyst prediction with 721,799 reactions and 888 catalyst types from USPTO. Predict which catalyst facilitates the given reaction. (1) Reactant: C(OC(=O)[NH:7][C:8]([CH2:45][O:46][CH2:47][CH2:48][CH2:49][NH:50][C:51](=[C:53]1[C:58](=[O:59])[CH2:57][C:56]([CH3:61])([CH3:60])[CH2:55][C:54]1=[O:62])[CH3:52])([CH2:27][O:28][CH2:29][CH2:30][CH2:31][NH:32][C:33](=[C:35]1[C:40](=[O:41])[CH2:39][C:38]([CH3:43])([CH3:42])[CH2:37][C:36]1=[O:44])[CH3:34])[CH2:9][O:10][CH2:11][CH2:12][CH2:13][NH:14][C:15](=[C:17]1[C:22](=[O:23])[CH2:21][C:20]([CH3:25])([CH3:24])[CH2:19][C:18]1=[O:26])[CH3:16])(C)(C)C. The catalyst class is: 631. Product: [CH3:42][C:38]1([CH3:43])[CH2:39][C:40](=[O:41])[C:35](=[C:33]([NH:32][CH2:31][CH2:30][CH2:29][O:28][CH2:27][C:8]([NH2:7])([CH2:9][O:10][CH2:11][CH2:12][CH2:13][NH:14][C:15](=[C:17]2[C:18](=[O:26])[CH2:19][C:20]([CH3:25])([CH3:24])[CH2:21][C:22]2=[O:23])[CH3:16])[CH2:45][O:46][CH2:47][CH2:48][CH2:49][NH:50][C:51](=[C:53]2[C:58](=[O:59])[CH2:57][C:56]([CH3:60])([CH3:61])[CH2:55][C:54]2=[O:62])[CH3:52])[CH3:34])[C:36](=[O:44])[CH2:37]1. (2) Reactant: C(OC([N:8]1[CH2:13][CH2:12][CH:11]([CH2:14][N:15]([CH2:30][C@H:31]2[C:36](=[O:37])[NH:35][C@@H:34]([CH2:38][C:39]3[CH:48]=[CH:47][C:46]4[C:41](=[CH:42][CH:43]=[CH:44][CH:45]=4)[CH:40]=3)[C:33](=[O:49])[N:32]2[CH2:50][C:51]2[CH:56]=[CH:55][C:54]([C:57]3[CH:62]=[CH:61][CH:60]=[CH:59][CH:58]=3)=[CH:53][CH:52]=2)[C:16](=[O:29])[CH2:17][C:18]([NH:21]C(OC(C)(C)C)=O)([CH3:20])[CH3:19])[CH2:10][CH2:9]1)=O)(C)(C)C.FC(F)(F)C(O)=O. Product: [NH2:21][C:18]([CH3:20])([CH3:19])[CH2:17][C:16]([N:15]([CH2:30][C@H:31]1[C:36](=[O:37])[NH:35][C@@H:34]([CH2:38][C:39]2[CH:48]=[CH:47][C:46]3[C:41](=[CH:42][CH:43]=[CH:44][CH:45]=3)[CH:40]=2)[C:33](=[O:49])[N:32]1[CH2:50][C:51]1[CH:52]=[CH:53][C:54]([C:57]2[CH:58]=[CH:59][CH:60]=[CH:61][CH:62]=2)=[CH:55][CH:56]=1)[CH2:14][CH:11]1[CH2:12][CH2:13][NH:8][CH2:9][CH2:10]1)=[O:29]. The catalyst class is: 4.